Dataset: Catalyst prediction with 721,799 reactions and 888 catalyst types from USPTO. Task: Predict which catalyst facilitates the given reaction. Reactant: [O:1]=[C:2]([C:8]1[N:9]=[C:10]([NH:13][C:14]([C:27]2[CH:32]=[CH:31][CH:30]=[CH:29][CH:28]=2)([C:21]2[CH:26]=[CH:25][CH:24]=[CH:23][CH:22]=2)[C:15]2[CH:20]=[CH:19][CH:18]=[CH:17][CH:16]=2)[S:11][CH:12]=1)[C:3]([O:5]CC)=[O:4].[OH-].[Na+]. Product: [O:1]=[C:2]([C:8]1[N:9]=[C:10]([NH:13][C:14]([C:21]2[CH:26]=[CH:25][CH:24]=[CH:23][CH:22]=2)([C:15]2[CH:16]=[CH:17][CH:18]=[CH:19][CH:20]=2)[C:27]2[CH:32]=[CH:31][CH:30]=[CH:29][CH:28]=2)[S:11][CH:12]=1)[C:3]([OH:5])=[O:4]. The catalyst class is: 5.